From a dataset of Forward reaction prediction with 1.9M reactions from USPTO patents (1976-2016). Predict the product of the given reaction. (1) The product is: [NH2:1][C:2]1[C:3]([C:10]([OH:11])=[O:16])=[N:4][C:5]([Cl:9])=[CH:6][C:7]=1[CH3:8]. Given the reactants [NH2:1][C:2]1[C:3]([C:10]2[O:11]C=CC=2)=[N:4][C:5]([Cl:9])=[CH:6][C:7]=1[CH3:8].[Mn]([O-])(=O)(=O)=[O:16].[K+], predict the reaction product. (2) Given the reactants [C:1]1([C:7]2[C:8]([C:17]([NH2:19])=[O:18])=[C:9]([NH:12][C:13](=O)[CH2:14][CH3:15])[S:10][CH:11]=2)[CH:6]=[CH:5][CH:4]=[CH:3][CH:2]=1.C(O)C.C[O-].[Na+].Cl, predict the reaction product. The product is: [CH2:14]([C:13]1[NH:19][C:17](=[O:18])[C:8]2[C:7]([C:1]3[CH:6]=[CH:5][CH:4]=[CH:3][CH:2]=3)=[CH:11][S:10][C:9]=2[N:12]=1)[CH3:15].